From a dataset of Catalyst prediction with 721,799 reactions and 888 catalyst types from USPTO. Predict which catalyst facilitates the given reaction. Reactant: [CH2:1]([N:3]1[CH:7]=[C:6]([CH:8]=[O:9])[C:5]([CH3:10])=[N:4]1)[CH3:2].C(=O)([O-])[O-].[K+].[K+].[Cl:17][C:18]1[N:23]=C(Cl)C=[CH:20][N:19]=1. Product: [Cl:17][C:18]1[N:23]=[C:1]([N:3]2[CH:7]=[C:6]([CH:8]=[O:9])[C:5]([CH3:10])=[N:4]2)[CH:2]=[CH:20][N:19]=1. The catalyst class is: 42.